From a dataset of Forward reaction prediction with 1.9M reactions from USPTO patents (1976-2016). Predict the product of the given reaction. Given the reactants [Br:1][C:2]1[CH:3]=[CH:4][C:5]([NH2:8])=[N:6][CH:7]=1.O.ClCCl.Br[CH2:14][C:15](OCC)=[O:16], predict the reaction product. The product is: [Br:1][C:2]1[CH:3]=[CH:4][C:5]2[N:6]([CH2:14][C:15](=[O:16])[N:8]=2)[CH:7]=1.